Task: Predict the reactants needed to synthesize the given product.. Dataset: Full USPTO retrosynthesis dataset with 1.9M reactions from patents (1976-2016) (1) Given the product [CH3:18][C:19]1[CH:26]=[C:25]([CH:24]=[C:21]([CH3:22])[CH:20]=1)[CH2:27][NH:1][C@@H:2]([CH3:17])[C@@H:3]([C:5]1[CH:6]=[CH:7][C:8]([OH:16])=[C:9]([NH:11][S:12]([CH3:15])(=[O:14])=[O:13])[CH:10]=1)[OH:4], predict the reactants needed to synthesize it. The reactants are: [NH2:1][C@@H:2]([CH3:17])[C@@H:3]([C:5]1[CH:6]=[CH:7][C:8]([OH:16])=[C:9]([NH:11][S:12]([CH3:15])(=[O:14])=[O:13])[CH:10]=1)[OH:4].[CH3:18][C:19]1[CH:20]=[C:21]([CH:24]=[C:25]([CH3:27])[CH:26]=1)[CH:22]=O.O. (2) Given the product [F:8][C:9]1[CH:10]=[C:11]2[C:15](=[CH:16][C:17]=1[F:18])[N:14]([CH2:2][C:3]([O:5][CH2:6][CH3:7])=[O:4])[CH:13]=[CH:12]2, predict the reactants needed to synthesize it. The reactants are: Br[CH2:2][C:3]([O:5][CH2:6][CH3:7])=[O:4].[F:8][C:9]1[CH:10]=[C:11]2[C:15](=[CH:16][C:17]=1[F:18])[NH:14][CH:13]=[CH:12]2. (3) Given the product [NH2:24][C:25]1[C:26]([C:32]([NH:1][C:2]2[CH:7]=[C:6]([O:8][CH3:9])[CH:5]=[CH:4][C:3]=2[N:10]2[CH2:15][CH2:14][CH:13]([NH:16][C:17](=[O:23])[O:18][C:19]([CH3:20])([CH3:22])[CH3:21])[CH2:12][CH2:11]2)=[O:33])=[N:27][C:28]([Br:31])=[CH:29][N:30]=1, predict the reactants needed to synthesize it. The reactants are: [NH2:1][C:2]1[CH:7]=[C:6]([O:8][CH3:9])[CH:5]=[CH:4][C:3]=1[N:10]1[CH2:15][CH2:14][CH:13]([NH:16][C:17](=[O:23])[O:18][C:19]([CH3:22])([CH3:21])[CH3:20])[CH2:12][CH2:11]1.[NH2:24][C:25]1[C:26]([C:32](O)=[O:33])=[N:27][C:28]([Br:31])=[CH:29][N:30]=1.